Dataset: Forward reaction prediction with 1.9M reactions from USPTO patents (1976-2016). Task: Predict the product of the given reaction. (1) Given the reactants [CH2:1]([O:3][C:4](=[O:27])/[CH:5]=[CH:6]/[C:7]1[N:8]=[CH:9][C:10]([NH:13][C@@H:14]2[CH2:19][CH2:18][CH2:17][N:16]([C:20](OC(C)(C)C)=O)[CH2:15]2)=[N:11][CH:12]=1)[CH3:2].Cl, predict the reaction product. The product is: [CH:18]1([CH2:17][N:16]2[CH2:20][CH2:19][C@@H:14]([NH:13][C:10]3[N:11]=[CH:12][C:7](/[CH:6]=[CH:5]/[C:4]([O:3][CH2:1][CH3:2])=[O:27])=[N:8][CH:9]=3)[CH2:15]2)[CH2:12][CH2:7][CH2:6][CH2:5][CH2:4]1. (2) Given the reactants C([O:8][C:9]1[CH:10]=[C:11]([C:15]2[N:16]=[C:17]([N:30]3[CH2:35][CH2:34][O:33][CH2:32][CH2:31]3)[C:18]3[NH:23][CH:22]=[C:21]([C:24]4[CH2:25][CH2:26][NH:27][CH2:28][CH:29]=4)[C:19]=3[N:20]=2)[CH:12]=[CH:13][CH:14]=1)C1C=CC=CC=1, predict the reaction product. The product is: [N:30]1([C:17]2[C:18]3[NH:23][CH:22]=[C:21]([CH:24]4[CH2:25][CH2:26][NH:27][CH2:28][CH2:29]4)[C:19]=3[N:20]=[C:15]([C:11]3[CH:10]=[C:9]([OH:8])[CH:14]=[CH:13][CH:12]=3)[N:16]=2)[CH2:35][CH2:34][O:33][CH2:32][CH2:31]1.